Dataset: Forward reaction prediction with 1.9M reactions from USPTO patents (1976-2016). Task: Predict the product of the given reaction. (1) Given the reactants [C:1]([NH:8][CH2:9][C:10](O)=O)([O:3][C:4]([CH3:7])([CH3:6])[CH3:5])=[O:2].[I:13][C:14]1[CH:15]=[C:16]([NH2:21])[C:17]([NH2:20])=[CH:18][CH:19]=1.C(O)(=O)C.O, predict the reaction product. The product is: [I:13][C:14]1[CH:19]=[CH:18][C:17]2[N:20]=[C:10]([CH2:9][NH:8][C:1](=[O:2])[O:3][C:4]([CH3:7])([CH3:6])[CH3:5])[NH:21][C:16]=2[CH:15]=1. (2) Given the reactants [C:1]([O:5][C:6](=[O:17])[C:7]1[CH:12]=[CH:11][C:10]([CH2:13]Br)=[C:9]([F:15])[C:8]=1[F:16])([CH3:4])([CH3:3])[CH3:2].C[N+]([O-:22])(C)C, predict the reaction product. The product is: [C:1]([O:5][C:6](=[O:17])[C:7]1[CH:12]=[CH:11][C:10]([CH:13]=[O:22])=[C:9]([F:15])[C:8]=1[F:16])([CH3:4])([CH3:3])[CH3:2]. (3) The product is: [N+:1]([C:4]1[CH:5]=[CH:6][C:7]([CH2:10][OH:11])=[N:8][CH:9]=1)([O-:3])=[O:2]. Given the reactants [N+:1]([C:4]1[CH:5]=[CH:6][C:7]([CH:10]=[O:11])=[N:8][CH:9]=1)([O-:3])=[O:2].[BH4-].[Na+], predict the reaction product. (4) Given the reactants [C:1]1([CH2:7][CH2:8][CH2:9][C:10]([OH:12])=O)[CH:6]=[CH:5][CH:4]=[CH:3][CH:2]=1.O.ON1C2C=CC=CC=2N=N1.Cl.CN(C)CCCN=C=NCC.[CH3:36][C:37]1([C:43]2[CH:44]=[C:45]([NH:49][S:50]([CH3:53])(=[O:52])=[O:51])[CH:46]=[CH:47][CH:48]=2)[CH:42]2[CH:38]1[CH2:39][NH:40][CH2:41]2.C(=O)([O-])O.[Na+], predict the reaction product. The product is: [CH3:36][C:37]1([C:43]2[CH:44]=[C:45]([NH:49][S:50]([CH3:53])(=[O:52])=[O:51])[CH:46]=[CH:47][CH:48]=2)[CH:42]2[CH:38]1[CH2:39][N:40]([C:10](=[O:12])[CH2:9][CH2:8][CH2:7][C:1]1[CH:2]=[CH:3][CH:4]=[CH:5][CH:6]=1)[CH2:41]2. (5) Given the reactants [O:1]=[C:2]1[C:6]2([CH2:11][CH2:10][NH:9][CH2:8][CH2:7]2)[N:5]([C:12]2[CH:17]=[CH:16][CH:15]=[CH:14][CH:13]=2)[CH2:4][N:3]1[C:18]1[CH:30]=[CH:29][CH:28]=[CH:27][C:19]=1[C:20]([O:22][C:23]([CH3:26])([CH3:25])[CH3:24])=[O:21].I[CH2:32][CH2:33][CH2:34][C:35]([C:37]1[CH:42]=[CH:41][CH:40]=[CH:39][CH:38]=1)=[O:36].C(=O)([O-])[O-].[K+].[K+], predict the reaction product. The product is: [O:1]=[C:2]1[C:6]2([CH2:7][CH2:8][N:9]([CH2:32][CH2:33][CH2:34][C:35](=[O:36])[C:37]3[CH:42]=[CH:41][CH:40]=[CH:39][CH:38]=3)[CH2:10][CH2:11]2)[N:5]([C:12]2[CH:13]=[CH:14][CH:15]=[CH:16][CH:17]=2)[CH2:4][N:3]1[C:18]1[CH:30]=[CH:29][CH:28]=[CH:27][C:19]=1[C:20]([O:22][C:23]([CH3:24])([CH3:25])[CH3:26])=[O:21]. (6) Given the reactants [NH2:1][C:2]1[C:7]2[C:8]([NH:21][C:22]([C@H:24]3[CH2:29][CH2:28][C@H:27]([N:30]4[CH2:34][CH2:33][CH2:32][C:31]4=[O:35])[CH2:26][CH2:25]3)=[O:23])=[C:9]([C:11]([NH:13][C:14]3[CH:19]=[CH:18][C:17]([Cl:20])=[CH:16][N:15]=3)=[O:12])[O:10][C:6]=2[CH:5]=[CH:4][CH:3]=1.[CH3:36][S:37](Cl)(=[O:39])=[O:38].O, predict the reaction product. The product is: [CH3:36][S:37]([NH:1][C:2]1[C:7]2[C:8]([NH:21][C:22]([C@H:24]3[CH2:25][CH2:26][C@H:27]([N:30]4[CH2:34][CH2:33][CH2:32][C:31]4=[O:35])[CH2:28][CH2:29]3)=[O:23])=[C:9]([C:11]([NH:13][C:14]3[CH:19]=[CH:18][C:17]([Cl:20])=[CH:16][N:15]=3)=[O:12])[O:10][C:6]=2[CH:5]=[CH:4][CH:3]=1)(=[O:39])=[O:38]. (7) The product is: [Cl:32][C:26]1[C:25]2[C:29](=[CH:30][CH:31]=[C:23]([NH:22][C:2]3[C:11]4[C:6](=[CH:7][C:8]([O:20][CH3:21])=[CH:9][C:10]=4[O:12][CH:13]4[CH2:18][CH2:17][N:16]([CH3:19])[CH2:15][CH2:14]4)[N:5]=[CH:4][N:3]=3)[CH:24]=2)[NH:28][CH:27]=1. Given the reactants Cl[C:2]1[C:11]2[C:6](=[CH:7][C:8]([O:20][CH3:21])=[CH:9][C:10]=2[O:12][CH:13]2[CH2:18][CH2:17][N:16]([CH3:19])[CH2:15][CH2:14]2)[N:5]=[CH:4][N:3]=1.[NH2:22][C:23]1[CH:24]=[C:25]2[C:29](=[CH:30][CH:31]=1)[NH:28][CH:27]=[C:26]2[Cl:32], predict the reaction product.